This data is from Forward reaction prediction with 1.9M reactions from USPTO patents (1976-2016). The task is: Predict the product of the given reaction. (1) Given the reactants Cl[CH2:2][CH2:3][CH2:4][O:5][C:6]1[CH:7]=[C:8]([NH2:12])[CH:9]=[CH:10][CH:11]=1.[CH3:13][NH2:14], predict the reaction product. The product is: [NH2:12][C:8]1[CH:7]=[C:6]([CH:11]=[CH:10][CH:9]=1)[O:5][CH2:4][CH2:3][CH2:2][NH:14][CH3:13]. (2) Given the reactants Br[C:2]1[N:7]=[C:6]([C:8]([NH:10][C@H:11]([C:16]2[CH:21]=[CH:20][CH:19]=[CH:18][C:17]=2[F:22])[CH2:12][C:13]([OH:15])=[O:14])=[O:9])[CH:5]=[CH:4][C:3]=1[O:23][CH3:24].C([O-])([O-])=O.[Na+].[Na+], predict the reaction product. The product is: [F:22][C:17]1[CH:18]=[CH:19][CH:20]=[CH:21][C:16]=1[C@@H:11]([NH:10][C:8]([C:6]1[CH:5]=[CH:4][C:3]([O:23][CH3:24])=[C:2]([C:16]2[CH:21]=[CH:20][CH:19]=[CH:18][CH:17]=2)[N:7]=1)=[O:9])[CH2:12][C:13]([OH:15])=[O:14]. (3) Given the reactants Br[CH2:2][O:3][C:4](=[O:6])[CH3:5].[CH2:7]([O:14][C:15]1[C:24](=[O:25])[C:23]2[C:18](=[CH:19][C:20]([O:27][CH2:28][C:29]3[CH:34]=[CH:33][CH:32]=[CH:31][CH:30]=3)=[CH:21][C:22]=2[OH:26])[O:17][C:16]=1[C:35]1[CH:40]=[CH:39][C:38]([O:41][CH2:42][C:43]2[CH:48]=[CH:47][CH:46]=[CH:45][CH:44]=2)=[C:37]([OH:49])[CH:36]=1)[C:8]1[CH:13]=[CH:12][CH:11]=[CH:10][CH:9]=1.C(N(CC)CC)C, predict the reaction product. The product is: [C:4]([O:3][CH2:2][O:49][C:37]1[CH:36]=[C:35]([C:16]2[O:17][C:18]3[C:23]([C:24](=[O:25])[C:15]=2[O:14][CH2:7][C:8]2[CH:9]=[CH:10][CH:11]=[CH:12][CH:13]=2)=[C:22]([OH:26])[CH:21]=[C:20]([O:27][CH2:28][C:29]2[CH:30]=[CH:31][CH:32]=[CH:33][CH:34]=2)[CH:19]=3)[CH:40]=[CH:39][C:38]=1[O:41][CH2:42][C:43]1[CH:44]=[CH:45][CH:46]=[CH:47][CH:48]=1)(=[O:6])[CH3:5]. (4) Given the reactants I[C:2]1[CH:7]=[CH:6][CH:5]=[CH:4][C:3]=1[O:8][CH3:9].[NH:10]1[C:18]2[C:13](=[CH:14][C:15]([CH2:19][N:20]3[CH2:25][CH2:24][CH:23]([C:26]4[CH:27]=[C:28]([NH:32][C:33](=[O:37])[CH:34]([CH3:36])[CH3:35])[CH:29]=[CH:30][CH:31]=4)[CH2:22][CH2:21]3)=[CH:16][CH:17]=2)[CH:12]=[CH:11]1, predict the reaction product. The product is: [CH3:9][O:8][C:3]1[CH:4]=[CH:5][CH:6]=[CH:7][C:2]=1[N:10]1[C:18]2[C:13](=[CH:14][C:15]([CH2:19][N:20]3[CH2:25][CH2:24][CH:23]([C:26]4[CH:27]=[C:28]([NH:32][C:33](=[O:37])[CH:34]([CH3:35])[CH3:36])[CH:29]=[CH:30][CH:31]=4)[CH2:22][CH2:21]3)=[CH:16][CH:17]=2)[CH:12]=[CH:11]1. (5) Given the reactants [F:1][C:2]1[C:3]([N:12]2[CH2:17][CH2:16][C:15](=O)[CH2:14][CH2:13]2)=[N:4][CH:5]=[C:6]([C:8]([F:11])([F:10])[F:9])[CH:7]=1.[CH:19]1([NH2:22])[CH2:21][CH2:20]1, predict the reaction product. The product is: [CH:19]1([NH:22][CH:15]2[CH2:16][CH2:17][N:12]([C:3]3[C:2]([F:1])=[CH:7][C:6]([C:8]([F:11])([F:10])[F:9])=[CH:5][N:4]=3)[CH2:13][CH2:14]2)[CH2:21][CH2:20]1. (6) Given the reactants [CH3:1][O:2][C:3]1[CH:4]=[C:5]([CH:9]=[CH:10][CH2:11][CH2:12][C:13]([OH:15])=[O:14])[CH:6]=[CH:7][CH:8]=1, predict the reaction product. The product is: [CH3:1][O:2][C:3]1[CH:4]=[C:5]([CH2:9][CH2:10][CH2:11][CH2:12][C:13]([OH:15])=[O:14])[CH:6]=[CH:7][CH:8]=1. (7) Given the reactants [CH3:1][O:2][C:3](=[O:20])[C@@H:4]([N:13]1[C:17]([CH3:18])=[CH:16][CH:15]=[C:14]1[CH3:19])[CH2:5][C:6]1[CH:11]=[CH:10][C:9]([OH:12])=[CH:8][CH:7]=1.[C:21](Cl)(=[O:23])[CH3:22].N1C(C)=CC=CC=1C.C(OCC)(=O)C, predict the reaction product. The product is: [CH3:1][O:2][C:3](=[O:20])[C@@H:4]([N:13]1[C:14]([CH3:19])=[CH:15][CH:16]=[C:17]1[CH3:18])[CH2:5][C:6]1[CH:7]=[CH:8][C:9]([O:12][C:21](=[O:23])[CH3:22])=[CH:10][CH:11]=1.